This data is from Peptide-MHC class I binding affinity with 185,985 pairs from IEDB/IMGT. The task is: Regression. Given a peptide amino acid sequence and an MHC pseudo amino acid sequence, predict their binding affinity value. This is MHC class I binding data. (1) The peptide sequence is ALSSSLGNV. The MHC is HLA-A02:03 with pseudo-sequence HLA-A02:03. The binding affinity (normalized) is 0.997. (2) The peptide sequence is LLLDDFVEI. The MHC is HLA-A68:02 with pseudo-sequence HLA-A68:02. The binding affinity (normalized) is 0.208. (3) The peptide sequence is ESFDAWHNTV. The MHC is Mamu-A2201 with pseudo-sequence Mamu-A2201. The binding affinity (normalized) is 0. (4) The peptide sequence is ATYGWNLVK. The MHC is HLA-B45:06 with pseudo-sequence HLA-B45:06. The binding affinity (normalized) is 0.213. (5) The peptide sequence is AMEGGTTKA. The MHC is HLA-B51:01 with pseudo-sequence HLA-B51:01. The binding affinity (normalized) is 0.0847. (6) The binding affinity (normalized) is 0.543. The MHC is HLA-A26:01 with pseudo-sequence HLA-A26:01. The peptide sequence is DTIETLMLL. (7) The MHC is HLA-A29:02 with pseudo-sequence HLA-A29:02. The binding affinity (normalized) is 0.247. The peptide sequence is VSVNNVCHMY.